This data is from Reaction yield outcomes from USPTO patents with 853,638 reactions. The task is: Predict the reaction yield, written as a fraction of the theoretical maximum amount of product (1.0 means a 100% yield; for example, 0.34 means a 34% yield). (1) The reactants are [H-].[Na+].[CH2:3]([O:5][C:6]([C:8]1[NH:9][CH:10]=[C:11]([CH3:19])[C:12]=1[C:13]1[CH:18]=[CH:17][CH:16]=[CH:15][CH:14]=1)=[O:7])[CH3:4].[CH3:20]I.[Na+].[Cl-]. The catalyst is C1COCC1.O.C(Cl)Cl. The product is [CH2:3]([O:5][C:6]([C:8]1[N:9]([CH3:20])[CH:10]=[C:11]([CH3:19])[C:12]=1[C:13]1[CH:18]=[CH:17][CH:16]=[CH:15][CH:14]=1)=[O:7])[CH3:4]. The yield is 0.770. (2) The reactants are [NH2:1][C:2]1[C:3]([Cl:9])=[N:4][CH:5]=[C:6]([Br:8])[CH:7]=1.N1C=CC=CC=1.[C:16]1([S:22](Cl)(=[O:24])=[O:23])[CH:21]=[CH:20][CH:19]=[CH:18][CH:17]=1. The catalyst is C(Cl)Cl. The product is [Br:8][C:6]1[CH:7]=[C:2]([NH:1][S:22]([C:16]2[CH:21]=[CH:20][CH:19]=[CH:18][CH:17]=2)(=[O:24])=[O:23])[C:3]([Cl:9])=[N:4][CH:5]=1. The yield is 0.340. (3) The reactants are FC(F)(F)C1C=C(NC(=O)NC2C=CC(C3SC(CCC(OC)=O)=NC=3)=CC=2)C=CC=1.[NH2:32][C:33]1[CH:38]=[CH:37][C:36]([C:39]2[O:43][C:42]([CH2:44][CH2:45][CH2:46][C:47]([O:49][CH3:50])=[O:48])=[N:41][N:40]=2)=[CH:35][CH:34]=1.[F:51][C:52]1[CH:57]=[C:56]([F:58])[CH:55]=[CH:54][C:53]=1[N:59]=[C:60]=[O:61]. No catalyst specified. The product is [F:51][C:52]1[CH:57]=[C:56]([F:58])[CH:55]=[CH:54][C:53]=1[NH:59][C:60](=[O:61])[NH:32][C:33]1[CH:34]=[CH:35][C:36]([C:39]2[O:43][C:42]([CH2:44][CH2:45][CH2:46][C:47]([O:49][CH3:50])=[O:48])=[N:41][N:40]=2)=[CH:37][CH:38]=1. The yield is 0.830. (4) The reactants are C([O:3][C:4]([CH:6]1[CH2:11][CH2:10][CH2:9][N:8]([CH2:12][CH2:13][C:14]2[N:15]=[C:16]([NH:19][C:20]([NH:22][C:23]3[CH:28]=[CH:27][C:26]([CH3:29])=[CH:25][C:24]=3[C:30]([CH:32]3[CH2:36][CH2:35][CH2:34][CH2:33]3)=[O:31])=[O:21])[S:17][CH:18]=2)[CH2:7]1)=[O:5])C. The catalyst is [Li+].[OH-]. The product is [CH:32]1([C:30]([C:24]2[CH:25]=[C:26]([CH3:29])[CH:27]=[CH:28][C:23]=2[NH:22][C:20](=[O:21])[NH:19][C:16]2[S:17][CH:18]=[C:14]([CH2:13][CH2:12][N:8]3[CH2:9][CH2:10][CH2:11][CH:6]([C:4]([OH:5])=[O:3])[CH2:7]3)[N:15]=2)=[O:31])[CH2:36][CH2:35][CH2:34][CH2:33]1. The yield is 0.950. (5) The reactants are C([C:8]1([C:17]#[CH:18])[CH2:12][CH2:11][CH2:10][N:9]1[S:13]([NH2:16])(=[O:15])=[O:14])(OC(C)(C)C)=O.C(C1(S([NH-])(=O)=O)CC1)C. No catalyst specified. The product is [C:17]([CH:8]1[CH2:12][CH2:11][CH2:10][N:9]1[S:13]([NH2:16])(=[O:14])=[O:15])#[CH:18]. The yield is 0.990. (6) The reactants are [CH:1]1([CH2:7][NH:8][C:9]([NH:11][NH:12][C:13](=O)[CH2:14][CH2:15][N:16]2[CH2:21][CH2:20][N:19]([C:22]3[CH:27]=[CH:26][CH:25]=[C:24]([N+:28]([O-:30])=[O:29])[CH:23]=3)[CH2:18][CH2:17]2)=[O:10])[CH2:6][CH2:5][CH2:4][CH2:3][CH2:2]1.Cl. The catalyst is [OH-].[Na+]. The product is [CH:1]1([CH2:7][N:8]2[C:13]([CH2:14][CH2:15][N:16]3[CH2:21][CH2:20][N:19]([C:22]4[CH:27]=[CH:26][CH:25]=[C:24]([N+:28]([O-:30])=[O:29])[CH:23]=4)[CH2:18][CH2:17]3)=[N:12][NH:11][C:9]2=[O:10])[CH2:6][CH2:5][CH2:4][CH2:3][CH2:2]1. The yield is 0.890.